From a dataset of Full USPTO retrosynthesis dataset with 1.9M reactions from patents (1976-2016). Predict the reactants needed to synthesize the given product. (1) Given the product [NH2:18][C:14]1[CH:15]=[C:16]([CH3:17])[C:11]([O:10][C:7]2[CH:6]=[CH:5][C:4]([C:3]([O:2][CH3:1])=[O:21])=[CH:9][CH:8]=2)=[N:12][CH:13]=1, predict the reactants needed to synthesize it. The reactants are: [CH3:1][O:2][C:3](=[O:21])[C:4]1[CH:9]=[CH:8][C:7]([O:10][C:11]2[C:16]([CH3:17])=[CH:15][C:14]([N+:18]([O-])=O)=[CH:13][N:12]=2)=[CH:6][CH:5]=1.C(O)(=O)C. (2) Given the product [NH2:1][C:2]1[C:7]([N+:9]([O-:11])=[O:10])=[CH:6][CH:5]=[C:4]([CH3:8])[N:3]=1, predict the reactants needed to synthesize it. The reactants are: [NH2:1][C:2]1[CH:7]=[CH:6][CH:5]=[C:4]([CH3:8])[N:3]=1.[N+:9]([O-])([OH:11])=[O:10].